Dataset: Aqueous solubility values for 9,982 compounds from the AqSolDB database. Task: Regression/Classification. Given a drug SMILES string, predict its absorption, distribution, metabolism, or excretion properties. Task type varies by dataset: regression for continuous measurements (e.g., permeability, clearance, half-life) or binary classification for categorical outcomes (e.g., BBB penetration, CYP inhibition). For this dataset (solubility_aqsoldb), we predict Y. (1) The compound is Cc1cc(C)c(CC(C)(C)C(=O)NO)c(C)c1. The Y is -3.52 log mol/L. (2) The molecule is CN(C)c1nc(N(C)C)nc(N(C)C)n1. The Y is -3.36 log mol/L. (3) The drug is O=C([O-])CCC(=O)[O-].[Na+].[Na+]. The Y is 0.0914 log mol/L. (4) The drug is CC(=O)Oc1ccc(-c2ccccc2)cc1. The Y is -4.40 log mol/L.